This data is from Forward reaction prediction with 1.9M reactions from USPTO patents (1976-2016). The task is: Predict the product of the given reaction. (1) Given the reactants S(Cl)([Cl:3])=O.[Cl:5][C:6]1[CH:7]=[CH:8][C:9]([O:14][CH2:15][C:16]2[CH:21]=[CH:20][CH:19]=[CH:18][CH:17]=2)=[C:10]([CH2:12]O)[CH:11]=1, predict the reaction product. The product is: [C:16]1([CH2:15][O:14][C:9]2[CH:8]=[CH:7][C:6]([Cl:5])=[CH:11][C:10]=2[CH2:12][Cl:3])[CH:21]=[CH:20][CH:19]=[CH:18][CH:17]=1. (2) Given the reactants [C@H:1]([N:5]1[C:13]2[CH:12]=[C:11](Cl)[N:10]=[CH:9][C:8]=2[C:7]([N:15]2[CH2:21][C:17]3([CH2:20][O:19][CH2:18]3)[CH2:16]2)=[N:6]1)([CH2:3][CH3:4])[CH3:2].[NH2:22][C:23]1[CH:28]=[CH:27][N:26]=[C:25]([N:29]2[CH2:34][CH2:33][C@:32]([CH3:36])([OH:35])[C@H:31]([F:37])[CH2:30]2)[N:24]=1, predict the reaction product. The product is: [C@H:1]([N:5]1[C:13]2[CH:12]=[C:11]([NH:22][C:23]3[CH:28]=[CH:27][N:26]=[C:25]([N:29]4[CH2:34][CH2:33][C@:32]([CH3:36])([OH:35])[C@H:31]([F:37])[CH2:30]4)[N:24]=3)[N:10]=[CH:9][C:8]=2[C:7]([N:15]2[CH2:21][C:17]3([CH2:20][O:19][CH2:18]3)[CH2:16]2)=[N:6]1)([CH2:3][CH3:4])[CH3:2]. (3) Given the reactants [CH3:1][O:2][C:3]([CH:5]([CH2:10][C:11]1[C:19]2[C:14](=[CH:15][CH:16]=[C:17]([C:20]#[N:21])[CH:18]=2)[NH:13][CH:12]=1)C(OC)=O)=[O:4].[I-].[Na+], predict the reaction product. The product is: [C:20]([C:17]1[CH:18]=[C:19]2[C:14](=[CH:15][CH:16]=1)[NH:13][CH:12]=[C:11]2[CH2:10][CH2:5][C:3]([O:2][CH3:1])=[O:4])#[N:21]. (4) Given the reactants [C:1]([Si:5]([C:22]([CH3:25])([CH3:24])[CH3:23])([C:7]1[CH:12]=[CH:11][C:10]([CH2:13]COC2CCCCO2)=[CH:9][CH:8]=1)[OH:6])([CH3:4])([CH3:3])[CH3:2].C1(C)C=CC(S(O)(=O)=O)=CC=1.[C:37]([O-])([OH:39])=[O:38].[Na+].CC(C)=O.OS(O)(=O)=O.O=[Cr](=O)=O, predict the reaction product. The product is: [C:22]([Si:5]([C:1]([CH3:2])([CH3:4])[CH3:3])([OH:6])[C:7]1[CH:8]=[CH:9][C:10]([CH2:13][C:37]([OH:39])=[O:38])=[CH:11][CH:12]=1)([CH3:23])([CH3:25])[CH3:24]. (5) The product is: [C:13]([C:12]1[CH:16]=[CH:17][C:9]([N:5]2[CH2:4][C@H:3]([CH2:2][NH:1][C:26](=[O:27])[O:28][C:29]([CH3:32])([CH3:31])[CH3:30])[O:7][C:6]2=[O:8])=[CH:10][C:11]=1[F:18])(=[O:14])[NH2:15]. Given the reactants [NH2:1][CH2:2][C@@H:3]1[O:7][C:6](=[O:8])[N:5]([C:9]2[CH:17]=[CH:16][C:12]([C:13]([NH2:15])=[O:14])=[C:11]([F:18])[CH:10]=2)[CH2:4]1.C(N(CC)CC)C.[C:26](O[C:26]([O:28][C:29]([CH3:32])([CH3:31])[CH3:30])=[O:27])([O:28][C:29]([CH3:32])([CH3:31])[CH3:30])=[O:27], predict the reaction product.